Task: Predict the reaction yield, written as a fraction of the theoretical maximum amount of product (1.0 means a 100% yield; for example, 0.34 means a 34% yield).. Dataset: Reaction yield outcomes from USPTO patents with 853,638 reactions (1) The reactants are [H-].[H-].[H-].[H-].[Li+].[Al+3].[OH:7][C@@H:8]1[CH:12]2[C:13](=O)[NH:14][CH2:15][C:16](=O)[N:11]2[CH2:10][CH2:9]1.[OH-].[Na+]. The catalyst is C1COCC1. The product is [CH2:13]1[NH:14][CH2:15][CH2:16][N:11]2[CH2:10][CH2:9][C@H:8]([OH:7])[CH:12]12. The yield is 0.800. (2) The reactants are Cl[C:2]1[CH:10]=[CH:9][C:5]([C:6]([OH:8])=[O:7])=[CH:4][C:3]=1[N:11]=[N:12][C:13]1[CH:18]=[C:17]([C:19]([CH3:26])([CH3:25])[CH2:20][C:21]([CH3:24])([CH3:23])[CH3:22])[CH:16]=[C:15]([C:27]([CH3:35])([C:29]2[CH:34]=[CH:33][CH:32]=[CH:31][CH:30]=2)[CH3:28])[C:14]=1[OH:36].C[N:38](C)C=O.[N-]=[N+]=[N-].[Na+].C(O)(=O)C. The catalyst is O. The product is [OH:36][C:14]1[C:15]([C:27]([CH3:35])([C:29]2[CH:34]=[CH:33][CH:32]=[CH:31][CH:30]=2)[CH3:28])=[CH:16][C:17]([C:19]([CH3:26])([CH3:25])[CH2:20][C:21]([CH3:22])([CH3:23])[CH3:24])=[CH:18][C:13]=1[N:12]1[N:38]=[C:2]2[CH:10]=[CH:9][C:5]([C:6]([OH:8])=[O:7])=[CH:4][C:3]2=[N:11]1. The yield is 0.520. (3) The reactants are [N:1]([CH:4]1[CH2:9][CH2:8][N:7]([C:10]([O:12][CH2:13][C:14]2[CH:19]=[CH:18][CH:17]=[CH:16][CH:15]=2)=[O:11])[CH2:6][CH2:5]1)=[C:2]=[O:3].Br.Br[CH2:22][CH2:23][CH:24]([NH2:26])[CH3:25].C(N(CC)CC)C.CC(C)([O-])C.[K+]. The catalyst is C(#N)C.C1COCC1. The product is [CH3:25][CH:24]1[CH2:23][CH2:22][N:1]([CH:4]2[CH2:9][CH2:8][N:7]([C:10]([O:12][CH2:13][C:14]3[CH:19]=[CH:18][CH:17]=[CH:16][CH:15]=3)=[O:11])[CH2:6][CH2:5]2)[C:2](=[O:3])[NH:26]1. The yield is 0.450.